Task: Predict which catalyst facilitates the given reaction.. Dataset: Catalyst prediction with 721,799 reactions and 888 catalyst types from USPTO (1) Reactant: Br[C:2]1[CH:29]=[C:28]([F:30])[CH:27]=[CH:26][C:3]=1[O:4][CH2:5][C:6]([N:8]([CH:23]([CH3:25])[CH3:24])[NH:9][C:10](=[O:22])[C:11]1[CH:16]=[CH:15][C:14]([O:17][CH2:18][CH2:19][O:20][CH3:21])=[CH:13][CH:12]=1)=[O:7].C([O-])([O-])=O.[Na+].[Na+].[F:37][C:38]([F:50])([F:49])[O:39][C:40]1[CH:45]=[CH:44][CH:43]=[CH:42][C:41]=1B(O)O. Product: [F:30][C:28]1[CH:27]=[CH:26][C:3]([O:4][CH2:5][C:6]([N:8]([CH:23]([CH3:25])[CH3:24])[NH:9][C:10](=[O:22])[C:11]2[CH:16]=[CH:15][C:14]([O:17][CH2:18][CH2:19][O:20][CH3:21])=[CH:13][CH:12]=2)=[O:7])=[C:2]([C:41]2[CH:42]=[CH:43][CH:44]=[CH:45][C:40]=2[O:39][C:38]([F:37])([F:50])[F:49])[CH:29]=1. The catalyst class is: 57. (2) Reactant: [Cl:1][C:2]1[N:7]=[C:6]([NH:8][C@H:9]2[CH2:14][CH2:13][C@H:12]([NH2:15])[CH2:11][CH2:10]2)[CH:5]=[C:4]([I:16])[CH:3]=1.C(N(CC)CC)C.[O:24](C(OC(C)(C)C)=O)[C:25]([O:27][C:28]([CH3:31])([CH3:30])[CH3:29])=O. Product: [Cl:1][C:2]1[N:7]=[C:6]([NH:8][C@H:9]2[CH2:10][CH2:11][C@H:12]([NH:15][C:25](=[O:24])[O:27][C:28]([CH3:31])([CH3:30])[CH3:29])[CH2:13][CH2:14]2)[CH:5]=[C:4]([I:16])[CH:3]=1. The catalyst class is: 7. (3) Reactant: [Br:1][C:2]1[CH:3]=[CH:4][C:5]2[N:6]([CH:8]=[CH:9][N:10]=2)[CH:7]=1.[I:11]N1C(=O)CCC1=O. Product: [Br:1][C:2]1[CH:3]=[CH:4][C:5]2[N:6]([C:8]([I:11])=[CH:9][N:10]=2)[CH:7]=1. The catalyst class is: 23. (4) Reactant: [NH2:1][C:2]1[N:3]([CH3:8])[N:4]=[CH:5][C:6]=1[Br:7].[N+:9]([C:12]1[CH:13]=[C:14](B(O)O)[CH:15]=[CH:16][CH:17]=1)([O-:11])=[O:10].C(N(CC)CC)C. Product: [Br:7][C:6]1[CH:5]=[N:4][N:3]([CH3:8])[C:2]=1[NH:1][C:16]1[CH:15]=[CH:14][CH:13]=[C:12]([N+:9]([O-:11])=[O:10])[CH:17]=1. The catalyst class is: 302. (5) Reactant: [F:1][C:2]1[C:3]([C:9]2[CH:14]=[C:13]([F:15])[CH:12]=[C:11]([F:16])[C:10]=2[F:17])=[N:4][C:5]([CH3:8])=[CH:6][CH:7]=1.[Mn]([O-])(=O)(=O)=[O:19].[K+].[OH2:24]. Product: [F:1][C:2]1[CH:7]=[CH:6][C:5]([C:8]([OH:19])=[O:24])=[N:4][C:3]=1[C:9]1[CH:14]=[C:13]([F:15])[CH:12]=[C:11]([F:16])[C:10]=1[F:17]. The catalyst class is: 218. (6) Reactant: [S:1]1[C:5]2[CH:6]=[CH:7][CH:8]=[CH:9][C:4]=2[C:3]([N:10]2[CH2:15][CH2:14][N:13]([CH2:16][CH2:17][C:18]3[CH:19]=[C:20]4[C:25](=[CH:26][CH:27]=3)[NH:24][C:23](=[O:28])[CH:22]([CH3:29])[CH2:21]4)[CH2:12][CH2:11]2)=[N:2]1.[NH:30]1C2C(=CC=CC=2)C=[CH:32][C:31]1=[O:40].CC(C)([O-])C.[K+].BrCC(N)=O. Product: [S:1]1[C:5]2[CH:6]=[CH:7][CH:8]=[CH:9][C:4]=2[C:3]([N:10]2[CH2:15][CH2:14][N:13]([CH2:16][CH2:17][C:18]3[CH:19]=[C:20]4[C:25](=[CH:26][CH:27]=3)[N:24]([CH2:32][C:31]([NH2:30])=[O:40])[C:23](=[O:28])[CH:22]([CH3:29])[CH2:21]4)[CH2:12][CH2:11]2)=[N:2]1. The catalyst class is: 7. (7) Reactant: [CH2:1]([N:8]([CH2:23][C:24](=[O:26])[CH3:25])[C:9]([CH:11]1[C:14]2[CH:15]=[CH:16][CH:17]=[C:18]([C:19]([F:22])([F:21])[F:20])[C:13]=2[CH2:12]1)=[O:10])[C:2]1[CH:7]=[CH:6][CH:5]=[CH:4][CH:3]=1. Product: [CH2:1]([N:8]1[C:9](=[O:10])[C@@H:11]2[C:14]3[CH:15]=[CH:16][CH:17]=[C:18]([C:19]([F:21])([F:20])[F:22])[C:13]=3[CH2:12][O:26][C@@:24]2([CH3:25])[CH2:23]1)[C:2]1[CH:7]=[CH:6][CH:5]=[CH:4][CH:3]=1. The catalyst class is: 262. (8) Reactant: [F:1][C:2]1[N:7]=[CH:6][C:5]([NH2:8])=[CH:4][CH:3]=1.C([Mg]Cl)(C)C.[O:14]=[C:15]1[NH:20][N:19]=[C:18]([NH:21][C:22]2[C:23]3[CH2:40][CH2:39][CH2:38][C:24]=3[N:25]=[C:26]([N:28]3[CH2:32][CH2:31][CH2:30][C@H:29]3[C:33](OCC)=[O:34])[N:27]=2)[CH:17]=[CH:16]1. Product: [F:1][C:2]1[N:7]=[CH:6][C:5]([NH:8][C:33]([C@@H:29]2[CH2:30][CH2:31][CH2:32][N:28]2[C:26]2[N:27]=[C:22]([NH:21][C:18]3[CH:17]=[CH:16][C:15](=[O:14])[NH:20][N:19]=3)[C:23]3[CH2:40][CH2:39][CH2:38][C:24]=3[N:25]=2)=[O:34])=[CH:4][CH:3]=1. The catalyst class is: 1.